Predict the reactants needed to synthesize the given product. From a dataset of Full USPTO retrosynthesis dataset with 1.9M reactions from patents (1976-2016). (1) Given the product [CH3:1][O:2][C:3]([C:5]1[NH:6][C:7]2[C:12]([CH:13]=1)=[CH:11][CH:10]=[C:9]([NH2:14])[CH:8]=2)=[O:4], predict the reactants needed to synthesize it. The reactants are: [CH3:1][O:2][C:3]([C:5]1[NH:6][C:7]2[C:12]([CH:13]=1)=[CH:11][CH:10]=[C:9]([N+:14]([O-])=O)[CH:8]=2)=[O:4]. (2) Given the product [Cl:11][C:10]1[C:5]([C:3](=[O:4])[CH2:2][N:18]2[C:17](=[O:19])[C:16]3=[CH:20][CH:21]=[CH:22][CH:23]=[C:15]3[C:14]2=[O:24])=[N:6][CH:7]=[C:8]([O:12][CH3:13])[CH:9]=1, predict the reactants needed to synthesize it. The reactants are: Br[CH2:2][C:3]([C:5]1[C:10]([Cl:11])=[CH:9][C:8]([O:12][CH3:13])=[CH:7][N:6]=1)=[O:4].[C:14]1(=[O:24])[NH:18][C:17](=[O:19])[C:16]2=[CH:20][CH:21]=[CH:22][CH:23]=[C:15]12.[K].[I-].[K+].O. (3) Given the product [Br:1][C:2]1[C:6](=[O:7])[N:5]([C:8]2[CH:13]=[CH:12][CH:11]=[CH:10][CH:9]=2)[N:4]([CH3:14])[C:3]=1[CH2:15][N:16]1[CH2:32][CH2:31][C:19]2([N:23]([C:24]3[CH:25]=[CH:26][C:27]([I:33])=[CH:28][CH:29]=3)[CH2:22][NH:21][C:20]2=[O:30])[CH2:18][CH2:17]1, predict the reactants needed to synthesize it. The reactants are: [Br:1][C:2]1[C:6](=[O:7])[N:5]([C:8]2[CH:13]=[CH:12][CH:11]=[CH:10][CH:9]=2)[N:4]([CH3:14])[C:3]=1[CH2:15][N:16]1[CH2:32][CH2:31][C:19]2([N:23]([C:24]3[CH:29]=[CH:28][CH:27]=[CH:26][CH:25]=3)[CH2:22][NH:21][C:20]2=[O:30])[CH2:18][CH2:17]1.[I:33]Cl.